Dataset: Peptide-MHC class II binding affinity with 134,281 pairs from IEDB. Task: Regression. Given a peptide amino acid sequence and an MHC pseudo amino acid sequence, predict their binding affinity value. This is MHC class II binding data. (1) The peptide sequence is CPFSNRVWNSFQIEE. The MHC is DRB1_0701 with pseudo-sequence DRB1_0701. The binding affinity (normalized) is 0.630. (2) The MHC is HLA-DQA10303-DQB10402 with pseudo-sequence HLA-DQA10303-DQB10402. The binding affinity (normalized) is 0. The peptide sequence is GAMRVTKDTNDNNLY. (3) The peptide sequence is KKPVKLASIVKASFEEG. The MHC is HLA-DQA10501-DQB10302 with pseudo-sequence HLA-DQA10501-DQB10302. The binding affinity (normalized) is 0.442. (4) The peptide sequence is NALSVLDKIYTSPLC. The MHC is HLA-DPA10103-DPB10401 with pseudo-sequence HLA-DPA10103-DPB10401. The binding affinity (normalized) is 0.459.